This data is from Full USPTO retrosynthesis dataset with 1.9M reactions from patents (1976-2016). The task is: Predict the reactants needed to synthesize the given product. Given the product [CH:18]([O:17][C:14]1[CH:13]=[CH:12][C:11]([CH2:10][C:7]2[C:6]([O:21][C@@H:22]3[O:48][C@H:47]([CH2:49][O:50][C:51](=[O:56])[C:52]([CH3:53])([CH3:55])[CH3:54])[C@@H:39]([O:40][C:41](=[O:46])[C:42]([CH3:45])([CH3:44])[CH3:43])[C@H:31]([O:32][C:33](=[O:38])[C:34]([CH3:35])([CH3:37])[CH3:36])[C@H:23]3[O:24][C:25](=[O:30])[C:26]([CH3:29])([CH3:28])[CH3:27])=[N:5][NH:4][C:8]=2[CH3:9])=[CH:16][CH:15]=1)([CH3:20])[CH3:19], predict the reactants needed to synthesize it. The reactants are: C([N:4]1[C:8]([CH3:9])=[C:7]([CH2:10][C:11]2[CH:16]=[CH:15][C:14]([O:17][CH:18]([CH3:20])[CH3:19])=[CH:13][CH:12]=2)[C:6]([O:21][C@@H:22]2[O:48][C@H:47]([CH2:49][O:50][C:51](=[O:56])[C:52]([CH3:55])([CH3:54])[CH3:53])[C@@H:39]([O:40][C:41](=[O:46])[C:42]([CH3:45])([CH3:44])[CH3:43])[C@H:31]([O:32][C:33](=[O:38])[C:34]([CH3:37])([CH3:36])[CH3:35])[C@H:23]2[O:24][C:25](=[O:30])[C:26]([CH3:29])([CH3:28])[CH3:27])=[N:5]1)(=O)C.C(=O)(O)[O-].[K+].C(O)(=O)C.